This data is from Catalyst prediction with 721,799 reactions and 888 catalyst types from USPTO. The task is: Predict which catalyst facilitates the given reaction. (1) Reactant: [F:1][C@H:2]1[C@@H:7]([O:8][C:9]2[CH:16]=[CH:15][C:14]([C:17]3[N:22]=[C:21]([NH:23][C:24]4[CH:29]=[CH:28][C:27]([CH:30]5[CH2:35][CH2:34][N:33]([CH:36]6[CH2:39][O:38][CH2:37]6)[CH2:32][CH2:31]5)=[CH:26][CH:25]=4)[N:20]=[CH:19][N:18]=3)=[CH:13][C:10]=2[C:11]#[N:12])[CH2:6][CH2:5][NH:4][CH2:3]1.C(N(CC)C(C)C)(C)C.CN(C(ON1N=NC2C=CC=NC1=2)=[N+](C)C)C.F[P-](F)(F)(F)(F)F.[C:73](O)(=[O:76])[CH2:74][OH:75]. Product: [F:1][C@H:2]1[C@@H:7]([O:8][C:9]2[CH:16]=[CH:15][C:14]([C:17]3[N:22]=[C:21]([NH:23][C:24]4[CH:25]=[CH:26][C:27]([CH:30]5[CH2:31][CH2:32][N:33]([CH:36]6[CH2:37][O:38][CH2:39]6)[CH2:34][CH2:35]5)=[CH:28][CH:29]=4)[N:20]=[CH:19][N:18]=3)=[CH:13][C:10]=2[C:11]#[N:12])[CH2:6][CH2:5][N:4]([C:74](=[O:75])[CH2:73][OH:76])[CH2:3]1. The catalyst class is: 46. (2) Reactant: [CH2:1]([O:3][C:4](=[O:16])[CH2:5][C:6]1[C:14]2[C:9](=[CH:10][C:11]([Br:15])=[CH:12][CH:13]=2)[NH:8][CH:7]=1)[CH3:2].[CH3:17][C:18]([O:21][C:22](O[C:22]([O:21][C:18]([CH3:20])([CH3:19])[CH3:17])=[O:23])=[O:23])([CH3:20])[CH3:19]. Product: [C:18]([O:21][C:22]([N:8]1[C:9]2[C:14](=[CH:13][CH:12]=[C:11]([Br:15])[CH:10]=2)[C:6]([CH2:5][C:4]([O:3][CH2:1][CH3:2])=[O:16])=[CH:7]1)=[O:23])([CH3:20])([CH3:19])[CH3:17]. The catalyst class is: 230. (3) Reactant: [OH:1][CH:2]([C:4]1([C:10]([O:12][CH2:13][CH3:14])=[O:11])[CH2:9][O:8][CH2:7][O:6][CH2:5]1)[CH3:3].[C:15]1([CH3:25])[CH:20]=[CH:19][C:18]([S:21](Cl)(=[O:23])=[O:22])=[CH:17][CH:16]=1.O. Product: [S:21]([O:1][CH:2]([C:4]1([C:10]([O:12][CH2:13][CH3:14])=[O:11])[CH2:9][O:8][CH2:7][O:6][CH2:5]1)[CH3:3])([C:18]1[CH:19]=[CH:20][C:15]([CH3:25])=[CH:16][CH:17]=1)(=[O:23])=[O:22]. The catalyst class is: 17. (4) Reactant: [CH3:1][C:2]([CH3:29])([O:4][C:5]([NH:7][C@H:8]([CH2:13][C:14]1[CH:19]=[C:18]([F:20])[CH:17]=[CH:16][C:15]=1[O:21][CH2:22][C:23]1[CH:28]=[CH:27][CH:26]=[CH:25][CH:24]=1)[CH2:9][C:10](O)=[O:11])=[O:6])[CH3:3].Cl.[F:31][C:32]([F:44])([F:43])[C:33]1[N:34]=[CH:35][C:36]2[CH2:42][CH2:41][NH:40][CH2:39][C:37]=2[N:38]=1.C(N(C(C)C)CC)(C)C.ON1C2N=CC=CC=2N=N1.F[P-](F)(F)(F)(F)F.N1(OC(N(C)C)=[N+](C)C)C2N=CC=CC=2N=N1. Product: [CH3:1][C:2]([CH3:29])([O:4][C:5]([NH:7][C@H:8]([CH2:13][C:14]1[CH:19]=[C:18]([F:20])[CH:17]=[CH:16][C:15]=1[O:21][CH2:22][C:23]1[CH:24]=[CH:25][CH:26]=[CH:27][CH:28]=1)[CH2:9][C:10]([N:40]1[CH2:41][CH2:42][C:36]2[CH:35]=[N:34][C:33]([C:32]([F:44])([F:31])[F:43])=[N:38][C:37]=2[CH2:39]1)=[O:11])=[O:6])[CH3:3]. The catalyst class is: 96.